From a dataset of Reaction yield outcomes from USPTO patents with 853,638 reactions. Predict the reaction yield, written as a fraction of the theoretical maximum amount of product (1.0 means a 100% yield; for example, 0.34 means a 34% yield). (1) The yield is 0.430. The product is [CH3:6][C:2]([C:7]1[NH:8][C:9]2[C:14]([CH:15]=1)=[CH:13][C:12]([N+:16]([O-:18])=[O:17])=[CH:11][CH:10]=2)([CH3:1])[CH2:3][NH2:5]. The reactants are [CH3:1][C:2]([C:7]1[NH:8][C:9]2[C:14]([CH:15]=1)=[CH:13][C:12]([N+:16]([O-:18])=[O:17])=[CH:11][CH:10]=2)([CH3:6])[C:3]([NH2:5])=O.Cl. The catalyst is C1COCC1. (2) The reactants are C(OC([NH:8][C@@H:9]([CH2:14][C:15]1[CH:24]=[CH:23][C:22]2[C:17](=[CH:18][CH:19]=[CH:20][CH:21]=2)[CH:16]=1)[C:10]([NH:12][CH3:13])=[O:11])=O)(C)(C)C.[ClH:25]. The catalyst is O1CCOCC1. The product is [ClH:25].[NH2:8][C@@H:9]([CH2:14][C:15]1[CH:24]=[CH:23][C:22]2[C:17](=[CH:18][CH:19]=[CH:20][CH:21]=2)[CH:16]=1)[C:10]([NH:12][CH3:13])=[O:11]. The yield is 0.660.